This data is from NCI-60 drug combinations with 297,098 pairs across 59 cell lines. The task is: Regression. Given two drug SMILES strings and cell line genomic features, predict the synergy score measuring deviation from expected non-interaction effect. (1) Drug 1: C1=NC2=C(N1)C(=S)N=C(N2)N. Drug 2: CCCCCOC(=O)NC1=NC(=O)N(C=C1F)C2C(C(C(O2)C)O)O. Cell line: IGROV1. Synergy scores: CSS=33.5, Synergy_ZIP=0.885, Synergy_Bliss=2.46, Synergy_Loewe=-18.0, Synergy_HSA=2.63. (2) Drug 1: C1CN1C2=NC(=NC(=N2)N3CC3)N4CC4. Drug 2: C(CN)CNCCSP(=O)(O)O. Cell line: MDA-MB-231. Synergy scores: CSS=33.5, Synergy_ZIP=-2.88, Synergy_Bliss=5.34, Synergy_Loewe=-32.4, Synergy_HSA=6.08. (3) Drug 1: CC1=C2C(C(=O)C3(C(CC4C(C3C(C(C2(C)C)(CC1OC(=O)C(C(C5=CC=CC=C5)NC(=O)C6=CC=CC=C6)O)O)OC(=O)C7=CC=CC=C7)(CO4)OC(=O)C)O)C)OC(=O)C. Drug 2: CN1C2=C(C=C(C=C2)N(CCCl)CCCl)N=C1CCCC(=O)O.Cl. Cell line: K-562. Synergy scores: CSS=5.54, Synergy_ZIP=2.58, Synergy_Bliss=-2.69, Synergy_Loewe=-41.7, Synergy_HSA=-4.47. (4) Drug 1: CC1CCC2CC(C(=CC=CC=CC(CC(C(=O)C(C(C(=CC(C(=O)CC(OC(=O)C3CCCCN3C(=O)C(=O)C1(O2)O)C(C)CC4CCC(C(C4)OC)O)C)C)O)OC)C)C)C)OC. Drug 2: C1CN(P(=O)(OC1)NCCCl)CCCl. Cell line: SF-268. Synergy scores: CSS=7.73, Synergy_ZIP=-2.13, Synergy_Bliss=0.257, Synergy_Loewe=1.07, Synergy_HSA=0.587. (5) Drug 1: CC1=C2C(C(=O)C3(C(CC4C(C3C(C(C2(C)C)(CC1OC(=O)C(C(C5=CC=CC=C5)NC(=O)C6=CC=CC=C6)O)O)OC(=O)C7=CC=CC=C7)(CO4)OC(=O)C)O)C)OC(=O)C. Drug 2: C1=NNC2=C1C(=O)NC=N2. Cell line: UACC-257. Synergy scores: CSS=13.8, Synergy_ZIP=-7.44, Synergy_Bliss=-1.17, Synergy_Loewe=-19.5, Synergy_HSA=-0.475. (6) Drug 1: C1=CC(=CC=C1CC(C(=O)O)N)N(CCCl)CCCl.Cl. Drug 2: COC1=NC(=NC2=C1N=CN2C3C(C(C(O3)CO)O)O)N. Cell line: A498. Synergy scores: CSS=3.79, Synergy_ZIP=4.54, Synergy_Bliss=11.6, Synergy_Loewe=-2.11, Synergy_HSA=3.31.